This data is from Reaction yield outcomes from USPTO patents with 853,638 reactions. The task is: Predict the reaction yield, written as a fraction of the theoretical maximum amount of product (1.0 means a 100% yield; for example, 0.34 means a 34% yield). The product is [F:1][C:2]1[CH:3]=[CH:4][C:5]([C:8]([N+:14]([O-:16])=[O:15])=[CH:9][CH:10]([CH3:11])[CH3:12])=[CH:6][CH:7]=1. The reactants are [F:1][C:2]1[CH:7]=[CH:6][C:5]([CH:8]([N+:14]([O-:16])=[O:15])[CH:9](O)[CH:10]([CH3:12])[CH3:11])=[CH:4][CH:3]=1.CS(Cl)(=O)=O.C(N(CC)CC)C. The catalyst is ClCCl. The yield is 0.290.